This data is from Full USPTO retrosynthesis dataset with 1.9M reactions from patents (1976-2016). The task is: Predict the reactants needed to synthesize the given product. (1) Given the product [Cl:1][C:2]1[CH:3]=[C:4]([CH:9]=[C:10]([C:13]#[N:14])[C:11]=1[O:12][CH3:15])[C:5]([O:7][CH3:8])=[O:6], predict the reactants needed to synthesize it. The reactants are: [Cl:1][C:2]1[CH:3]=[C:4]([CH:9]=[C:10]([C:13]#[N:14])[C:11]=1[OH:12])[C:5]([O:7][CH3:8])=[O:6].[C:15](=O)([O-])[O-].[K+].[K+].COS(=O)(=O)OC. (2) Given the product [CH2:25]([N:5]([CH:3]1[CH2:4][S:1][CH2:2]1)[C:6]([C:8]1[S:12][C:11]([C:13]2[CH:14]=[N:15][CH:16]=[CH:17][CH:18]=2)=[N:10][C:9]=1[C:19]([F:21])([F:20])[F:22])=[O:7])[CH3:26], predict the reactants needed to synthesize it. The reactants are: [S:1]1[CH2:4][CH:3]([NH:5][C:6]([C:8]2[S:12][C:11]([C:13]3[CH:14]=[N:15][CH:16]=[CH:17][CH:18]=3)=[N:10][C:9]=2[C:19]([F:22])([F:21])[F:20])=[O:7])[CH2:2]1.[H-].[Na+].[CH2:25](I)[CH3:26].O. (3) Given the product [OH:1][C:2]1[CH:3]=[CH:4][C:5]([S:8][CH2:9][CH2:10][CH2:11][C:12]([N:16]([CH3:15])[CH2:17][C:18]2[CH:23]=[CH:22][CH:21]=[CH:20][C:19]=2[C:24]([F:25])([F:26])[F:27])=[O:14])=[CH:6][CH:7]=1, predict the reactants needed to synthesize it. The reactants are: [OH:1][C:2]1[CH:7]=[CH:6][C:5]([S:8][CH2:9][CH2:10][CH2:11][C:12]([OH:14])=O)=[CH:4][CH:3]=1.[CH3:15][NH:16][CH2:17][C:18]1[CH:23]=[CH:22][CH:21]=[CH:20][C:19]=1[C:24]([F:27])([F:26])[F:25]. (4) The reactants are: [N+:1]([C:4]1[C:12]2[NH:11][CH:10]=[N:9][C:8]=2[CH:7]=[CH:6][CH:5]=1)([O-:3])=[O:2].C(N(C(C)C)CC)(C)C.[C:22](O[C:22]([O:24][C:25]([CH3:28])([CH3:27])[CH3:26])=[O:23])([O:24][C:25]([CH3:28])([CH3:27])[CH3:26])=[O:23].C(OCC)(=O)C. Given the product [N+:1]([C:4]1[C:12]2[N:11]=[CH:10][N:9]([C:22]([O:24][C:25]([CH3:28])([CH3:27])[CH3:26])=[O:23])[C:8]=2[CH:7]=[CH:6][CH:5]=1)([O-:3])=[O:2], predict the reactants needed to synthesize it. (5) Given the product [N+:2]([C:5]1[CH:6]=[N:7][C:8]2[C:13]([C:14]=1[NH2:1])=[CH:12][CH:11]=[CH:10][CH:9]=2)([O-:4])=[O:3], predict the reactants needed to synthesize it. The reactants are: [NH3:1].[N+:2]([C:5]1[CH:6]=[N:7][C:8]2[C:13]([C:14]=1Cl)=[CH:12][CH:11]=[CH:10][CH:9]=2)([O-:4])=[O:3]. (6) Given the product [CH3:16][O:17][C:18]([CH:20]1[CH2:25][N:24]([CH2:11][C:10]2[CH:13]=[CH:14][CH:15]=[C:8]([C:6]3[CH:5]=[CH:4][N:3]=[C:2]([Cl:1])[N:7]=3)[CH:9]=2)[CH2:23][CH2:22][N:21]1[C:26]([O:28][C:29]([CH3:32])([CH3:31])[CH3:30])=[O:27])=[O:19], predict the reactants needed to synthesize it. The reactants are: [Cl:1][C:2]1[N:7]=[C:6]([C:8]2[CH:9]=[C:10]([CH:13]=[CH:14][CH:15]=2)[CH:11]=O)[CH:5]=[CH:4][N:3]=1.[CH3:16][O:17][C:18]([CH:20]1[CH2:25][NH:24][CH2:23][CH2:22][N:21]1[C:26]([O:28][C:29]([CH3:32])([CH3:31])[CH3:30])=[O:27])=[O:19]. (7) Given the product [N:10]1([C:19]2[CH:20]=[CH:21][C:22]([CH2:25][C:26]([NH:29][C:30]3[CH:35]=[CH:34][CH:33]=[C:32]([C:36]([F:37])([F:38])[F:39])[CH:31]=3)=[O:28])=[CH:23][CH:24]=2)[C:18]2[CH:17]=[CH:16][N:15]=[CH:14][C:13]=2[N:12]=[CH:11]1, predict the reactants needed to synthesize it. The reactants are: CCN(C(C)C)C(C)C.[N:10]1([C:19]2[CH:24]=[CH:23][C:22]([CH2:25][C:26]([OH:28])=O)=[CH:21][CH:20]=2)[C:18]2[CH:17]=[CH:16][N:15]=[CH:14][C:13]=2[N:12]=[CH:11]1.[NH2:29][C:30]1[CH:31]=[C:32]([C:36]([F:39])([F:38])[F:37])[CH:33]=[CH:34][CH:35]=1.CN(C(ON1N=NC2C=CC=CC1=2)=[N+](C)C)C.[B-](F)(F)(F)F.